From a dataset of Reaction yield outcomes from USPTO patents with 853,638 reactions. Predict the reaction yield, written as a fraction of the theoretical maximum amount of product (1.0 means a 100% yield; for example, 0.34 means a 34% yield). (1) The reactants are C1(C)C=CC=CC=1.C(N)(C)(C)C.[Br:13]Br.[CH3:15][C:16]1[CH:25]=[CH:24][C:23]2[C:18](=[C:19]([OH:26])[CH:20]=[CH:21][CH:22]=2)[N:17]=1. The catalyst is C(Cl)Cl. The product is [Br:13][C:20]1[C:19]([OH:26])=[C:18]2[C:23]([CH:24]=[CH:25][C:16]([CH3:15])=[N:17]2)=[CH:22][CH:21]=1. The yield is 0.600. (2) The reactants are C1([NH:7][C:8]([C:10]2[C:11](=[O:28])[N:12]([CH2:21][C:22]3[CH:27]=[CH:26][CH:25]=[CH:24][CH:23]=3)[C:13]3[C:18]([C:19]=2O)=[CH:17][CH:16]=[CH:15][N:14]=3)=O)CCCCC1.O=P(Cl)(Cl)[Cl:31]. No catalyst specified. The product is [CH2:21]([N:12]1[C:13]2[C:18](=[CH:17][CH:16]=[CH:15][N:14]=2)[C:19]([Cl:31])=[C:10]([C:8]#[N:7])[C:11]1=[O:28])[C:22]1[CH:27]=[CH:26][CH:25]=[CH:24][CH:23]=1. The yield is 0.520. (3) The reactants are [C:1]([O:8][CH3:9])(=[O:7])/[CH:2]=[CH:3]/[C:4]([OH:6])=[O:5].[C:10]([O:18][CH2:19][CH2:20]Cl)(=[O:17])[C:11]1[CH:16]=[CH:15][CH:14]=[CH:13][CH:12]=1. The catalyst is CN1C(=O)CCC1. The product is [C:1]([O:8][CH3:9])(=[O:7])/[CH:2]=[CH:3]/[C:4]([O:6][CH2:20][CH2:19][O:18][C:10]([C:11]1[CH:16]=[CH:15][CH:14]=[CH:13][CH:12]=1)=[O:17])=[O:5]. The yield is 0.240. (4) The product is [Cl:1][C:2]1[N:7]=[CH:6][N+:5]([O-:20])=[C:4]2[CH2:8][CH2:9][C@@H:10]([CH3:11])[C:3]=12. The reactants are [Cl:1][C:2]1[C:3]2[C@H:10]([CH3:11])[CH2:9][CH2:8][C:4]=2[N:5]=[CH:6][N:7]=1.C1C=C(Cl)C=C(C(OO)=[O:20])C=1.[O-]S([O-])(=S)=O.[Na+].[Na+].C([O-])([O-])=O.[Na+].[Na+]. The catalyst is C(Cl)(Cl)Cl.O. The yield is 0.530. (5) The catalyst is CO. The reactants are [F:1][C:2]1[CH:3]=[C:4]([C:20]2[CH:25]=[CH:24][C:23]([C:26]([C@@H:28]3[CH2:32][CH2:31][CH2:30][C@H:29]3[C:33]([O:35]CCCC)=[O:34])=[O:27])=[CH:22][CH:21]=2)[CH:5]=[CH:6][C:7]=1[NH:8][C:9]1[S:10][C:11]2[CH:17]=[C:16]([O:18][CH3:19])[CH:15]=[CH:14][C:12]=2[N:13]=1.[OH-].[Na+]. The yield is 0.300. The product is [F:1][C:2]1[CH:3]=[C:4]([C:20]2[CH:25]=[CH:24][C:23]([C:26]([C@@H:28]3[CH2:32][CH2:31][CH2:30][C@H:29]3[C:33]([OH:35])=[O:34])=[O:27])=[CH:22][CH:21]=2)[CH:5]=[CH:6][C:7]=1[NH:8][C:9]1[S:10][C:11]2[CH:17]=[C:16]([O:18][CH3:19])[CH:15]=[CH:14][C:12]=2[N:13]=1. (6) The reactants are N[C:2]1[CH:3]=[CH:4][C:5]([Cl:8])=[N:6][CH:7]=1.N([O-])=O.[Na+].[S:13](=[O:15])=[O:14].[ClH:16]. The product is [Cl:8][C:5]1[N:6]=[CH:7][C:2]([S:13]([Cl:16])(=[O:15])=[O:14])=[CH:3][CH:4]=1. The yield is 0.580. No catalyst specified. (7) The reactants are [CH3:1][O:2][C:3]1[C:30]([O:31][CH3:32])=[CH:29][C:6]2[N:7]([C:10]3[S:14][C:13]([C:15]#[N:16])=[C:12]([O:17][CH2:18][C:19]4[CH:24]=[CH:23][CH:22]=[CH:21][C:20]=4[C:25]([F:28])([F:27])[F:26])[CH:11]=3)[CH:8]=[N:9][C:5]=2[CH:4]=1.[N-:33]=[N+:34]=[N-:35].[Na+].[Cl-].[NH4+].C([O-])(O)=O.[Na+]. The catalyst is CN(C)C=O. The product is [CH3:1][O:2][C:3]1[C:30]([O:31][CH3:32])=[CH:29][C:6]2[N:7]([C:10]3[S:14][C:13]([C:15]4[NH:35][N:34]=[N:33][N:16]=4)=[C:12]([O:17][CH2:18][C:19]4[CH:24]=[CH:23][CH:22]=[CH:21][C:20]=4[C:25]([F:27])([F:26])[F:28])[CH:11]=3)[CH:8]=[N:9][C:5]=2[CH:4]=1. The yield is 0.430.